From a dataset of Forward reaction prediction with 1.9M reactions from USPTO patents (1976-2016). Predict the product of the given reaction. (1) Given the reactants Cl[C:2]1[N:7]=[N:6][C:5]([C:8]2[CH:9]=[C:10]([CH:13]=[CH:14][CH:15]=2)[C:11]#[N:12])=[CH:4][CH:3]=1.O.[NH2:17][NH2:18], predict the reaction product. The product is: [NH:17]([C:2]1[N:7]=[N:6][C:5]([C:8]2[CH:9]=[C:10]([CH:13]=[CH:14][CH:15]=2)[C:11]#[N:12])=[CH:4][CH:3]=1)[NH2:18]. (2) Given the reactants Cl.[N:2]1[CH:7]=[CH:6][CH:5]=[CH:4][C:3]=1[C:8]1[CH2:9][CH2:10][NH:11][CH2:12][CH:13]=1.C=O.[CH3:16][C:17]1[CH:18]=[C:19]([CH:23]=[C:24]([CH3:26])[CH:25]=1)[C:20]([NH2:22])=[O:21].[C:27](=O)([O-])[O-].[K+].[K+], predict the reaction product. The product is: [N:2]1[CH:7]=[CH:6][CH:5]=[CH:4][C:3]=1[C:8]1[CH2:9][CH2:10][N:11]([CH2:27][NH:22][C:20](=[O:21])[C:19]2[CH:23]=[C:24]([CH3:26])[CH:25]=[C:17]([CH3:16])[CH:18]=2)[CH2:12][CH:13]=1. (3) Given the reactants [N+:1]1([O-:14])[CH:2]=[CH:3][CH:4]=[C:5]2[C:13]3[C:8](=[CH:9][CH:10]=[CH:11][CH:12]=3)[NH:7][C:6]=12.OO.[CH3:17]C(O)=O, predict the reaction product. The product is: [CH3:17][C:11]1[CH:12]=[C:13]2[C:8](=[CH:9][CH:10]=1)[NH:7][C:6]1=[N+:1]([O-:14])[CH:2]=[CH:3][CH:4]=[C:5]21. (4) Given the reactants [CH3:1][C@@:2]1([C:18]([F:21])([F:20])[F:19])[CH2:17][N:5]2[C:6](=[O:16])[CH:7]=[C:8]([N:10]3[CH2:15][CH2:14][O:13][CH2:12][CH2:11]3)[N:9]=[C:4]2[NH:3]1.Br[CH2:23][CH2:24][S:25][C:26]1[CH:31]=[CH:30][CH:29]=[CH:28][CH:27]=1.C(=O)([O-])[O-].[Cs+].[Cs+], predict the reaction product. The product is: [CH3:1][C@@:2]1([C:18]([F:21])([F:19])[F:20])[CH2:17][N:5]2[C:6](=[O:16])[CH:7]=[C:8]([N:10]3[CH2:11][CH2:12][O:13][CH2:14][CH2:15]3)[N:9]=[C:4]2[N:3]1[CH2:23][CH2:24][S:25][C:26]1[CH:31]=[CH:30][CH:29]=[CH:28][CH:27]=1. (5) Given the reactants [CH3:1][C:2]([NH:7][C:8](=[O:32])[C:9]1[CH:14]=[CH:13][C:12]([S:15](=[O:31])(=[O:30])[NH:16][C:17]2[CH:22]=[CH:21][CH:20]=[CH:19][C:18]=2[O:23][C:24]2[CH:29]=[CH:28][CH:27]=[CH:26][CH:25]=2)=[CH:11][CH:10]=1)([CH3:6])[C:3](O)=[O:4].[CH2:33]([N:35]1[CH2:40][CH2:39][CH:38]([CH2:41][NH2:42])[CH2:37][CH2:36]1)[CH3:34], predict the reaction product. The product is: [CH2:33]([N:35]1[CH2:40][CH2:39][CH:38]([CH2:41][NH:42][C:3]([C:2]([NH:7][C:8](=[O:32])[C:9]2[CH:10]=[CH:11][C:12]([S:15](=[O:31])(=[O:30])[NH:16][C:17]3[CH:22]=[CH:21][CH:20]=[CH:19][C:18]=3[O:23][C:24]3[CH:29]=[CH:28][CH:27]=[CH:26][CH:25]=3)=[CH:13][CH:14]=2)([CH3:1])[CH3:6])=[O:4])[CH2:37][CH2:36]1)[CH3:34]. (6) Given the reactants C1(P(C2C=CC=CC=2)C2C=CC=CC=2)C=CC=CC=1.CC(OC(/N=N/C(OC(C)C)=O)=O)C.[Cl:34][C:35]1[CH:45]=[CH:44][C:38]([NH:39][S:40]([CH3:43])(=[O:42])=[O:41])=[C:37]([I:46])[CH:36]=1.[CH2:47]=[C:48]([CH2:51][CH2:52][OH:53])[CH2:49]O, predict the reaction product. The product is: [Cl:34][C:35]1[CH:45]=[CH:44][C:38]([N:39]([CH2:49][C:48](=[CH2:47])[CH2:51][CH2:52][OH:53])[S:40]([CH3:43])(=[O:42])=[O:41])=[C:37]([I:46])[CH:36]=1. (7) Given the reactants I[C:2]1[C:3]2[S:11][CH:10]=[C:9]([C:12]3[CH:13]=[C:14]4[C:18](=[CH:19][CH:20]=3)[N:17]([C:21](=[O:29])[CH2:22][C:23]3[CH:28]=[CH:27][CH:26]=[CH:25][CH:24]=3)[CH2:16][CH2:15]4)[C:4]=2[C:5]([NH2:8])=[N:6][CH:7]=1.[CH:30]([C:32]1[CH:33]=[C:34](B(O)O)[CH:35]=[CH:36][CH:37]=1)=[O:31].C(=O)(O)[O-].[Na+], predict the reaction product. The product is: [NH2:8][C:5]1[C:4]2[C:9]([C:12]3[CH:13]=[C:14]4[C:18](=[CH:19][CH:20]=3)[N:17]([C:21](=[O:29])[CH2:22][C:23]3[CH:28]=[CH:27][CH:26]=[CH:25][CH:24]=3)[CH2:16][CH2:15]4)=[CH:10][S:11][C:3]=2[C:2]([C:36]2[CH:37]=[C:32]([CH:33]=[CH:34][CH:35]=2)[CH:30]=[O:31])=[CH:7][N:6]=1.